Task: Predict the reaction yield, written as a fraction of the theoretical maximum amount of product (1.0 means a 100% yield; for example, 0.34 means a 34% yield).. Dataset: Reaction yield outcomes from USPTO patents with 853,638 reactions The catalyst is CC(C)=O. The reactants are [OH:1][C:2]1[CH:3]=[C:4]([C:8](=[O:12])[CH2:9][CH2:10][CH3:11])[CH:5]=[CH:6][CH:7]=1.C([O-])([O-])=O.[K+].[K+].Br[CH2:20][CH2:21][CH2:22][C:23]([O:25][CH2:26][CH3:27])=[O:24]. The product is [C:8]([C:4]1[CH:3]=[C:2]([O:1][CH2:20][CH2:21][CH2:22][C:23]([O:25][CH2:26][CH3:27])=[O:24])[CH:7]=[CH:6][CH:5]=1)(=[O:12])[CH2:9][CH2:10][CH3:11]. The yield is 0.900.